This data is from Full USPTO retrosynthesis dataset with 1.9M reactions from patents (1976-2016). The task is: Predict the reactants needed to synthesize the given product. (1) Given the product [C:5]([C:9]1[CH:14]=[CH:13][C:12]([C:18](=[O:19])[CH2:17][CH2:16][Cl:15])=[CH:11][CH:10]=1)([CH3:8])([CH3:7])[CH3:6], predict the reactants needed to synthesize it. The reactants are: [Cl-].[Al+3].[Cl-].[Cl-].[C:5]([C:9]1[CH:14]=[CH:13][CH:12]=[CH:11][CH:10]=1)([CH3:8])([CH3:7])[CH3:6].[Cl:15][CH2:16][CH2:17][C:18](Cl)=[O:19]. (2) Given the product [ClH:27].[ClH:27].[NH:8]1[CH2:9][CH2:10][CH:11]([NH:14][C:15]2[N:20]=[CH:19][C:18]([C:21]3[CH:22]=[N:23][CH:24]=[CH:25][CH:26]=3)=[CH:17][N:16]=2)[CH2:12][CH2:13]1, predict the reactants needed to synthesize it. The reactants are: C(OC([N:8]1[CH2:13][CH2:12][CH:11]([NH:14][C:15]2[N:20]=[CH:19][C:18]([C:21]3[CH:22]=[N:23][CH:24]=[CH:25][CH:26]=3)=[CH:17][N:16]=2)[CH2:10][CH2:9]1)=O)(C)(C)C.[ClH:27]. (3) The reactants are: Br[C:2]1[CH:8]=[CH:7][C:5]([NH2:6])=[C:4]([F:9])[CH:3]=1.[B:10]1([B:10]2[O:14][C:13]([CH3:16])([CH3:15])[C:12]([CH3:18])([CH3:17])[O:11]2)[O:14][C:13]([CH3:16])([CH3:15])[C:12]([CH3:18])([CH3:17])[O:11]1.C([O-])(=O)C.[K+]. Given the product [F:9][C:4]1[CH:3]=[C:2]([B:10]2[O:14][C:13]([CH3:16])([CH3:15])[C:12]([CH3:18])([CH3:17])[O:11]2)[CH:8]=[CH:7][C:5]=1[NH2:6], predict the reactants needed to synthesize it. (4) Given the product [CH2:13]([N:7]1[CH:8]=[C:4]([CH2:3][C:1]#[N:2])[CH:5]=[C:6]1[C:9]([O:11][CH3:12])=[O:10])[C:14]1[CH:19]=[CH:18][CH:17]=[CH:16][CH:15]=1, predict the reactants needed to synthesize it. The reactants are: [C:1]([CH2:3][C:4]1[CH:5]=[C:6]([C:9]([O:11][CH3:12])=[O:10])[NH:7][CH:8]=1)#[N:2].[CH2:13](Br)[C:14]1[CH:19]=[CH:18][CH:17]=[CH:16][CH:15]=1.O. (5) Given the product [CH3:1][C:2]([CH3:7])([CH3:6])[CH2:3][NH:16][C:15]1[C:10](=[O:9])[NH:11][CH:12]=[CH:13][CH:14]=1, predict the reactants needed to synthesize it. The reactants are: [CH3:1][C:2]([CH3:7])([CH3:6])[C:3](Cl)=O.C[O:9][C:10]1[C:15]([NH2:16])=[CH:14][CH:13]=[CH:12][N:11]=1.O. (6) Given the product [OH:17][C:18]1[CH:26]=[CH:25][C:21]([C:22]([NH:1][C:2]2[CH:7]=[CH:6][CH:5]=[CH:4][C:3]=2[C:8]2[NH:9][C:10]3[C:15]([CH:16]=2)=[CH:14][CH:13]=[CH:12][CH:11]=3)=[O:23])=[CH:20][CH:19]=1, predict the reactants needed to synthesize it. The reactants are: [NH2:1][C:2]1[CH:7]=[CH:6][CH:5]=[CH:4][C:3]=1[C:8]1[NH:9][C:10]2[C:15]([CH:16]=1)=[CH:14][CH:13]=[CH:12][CH:11]=2.[OH:17][C:18]1[CH:26]=[CH:25][C:21]([C:22](O)=[O:23])=[CH:20][CH:19]=1. (7) Given the product [OH:9][C:6]1[CH:7]=[CH:8][C:3]([O:2][CH3:1])=[CH:4][C:5]=1[CH:20]=[O:21], predict the reactants needed to synthesize it. The reactants are: [CH3:1][O:2][C:3]1[CH:8]=[CH:7][C:6]([OH:9])=[CH:5][CH:4]=1.[Cl-].[Cl-].[Mg+2].C(N(CC)CC)C.[CH2:20]=[O:21].Cl. (8) Given the product [CH3:26][N:12]1[CH2:11][C@@H:10]([CH2:9][NH:8][C:6]([O:5][C:1]([CH3:4])([CH3:3])[CH3:2])=[O:7])[C@H:14]([CH2:15][NH:16][C:17]([O:19][C:20]([CH3:23])([CH3:22])[CH3:21])=[O:18])[CH2:13]1, predict the reactants needed to synthesize it. The reactants are: [C:1]([O:5][C:6]([NH:8][CH2:9][C@H:10]1[C@H:14]([CH2:15][NH:16][C:17]([O:19][C:20]([CH3:23])([CH3:22])[CH3:21])=[O:18])[CH2:13][NH:12][CH2:11]1)=[O:7])([CH3:4])([CH3:3])[CH3:2].C=O.[C:26]([BH3-])#N.[Na+].[OH-].[Na+]. (9) Given the product [CH:1]1([NH:6][C:7]2[CH:8]=[CH:9][C:10]([C@H:13]3[C@@H:18]([C:19]([NH:21][C:22]4[CH:27]=[CH:26][C:25]([CH:28]=[O:29])=[C:24]([C:30]([F:32])([F:33])[F:31])[CH:23]=4)=[O:20])[CH2:17][CH2:16][CH2:15][N:14]3[C:34](=[O:43])[C:35]3[C:40]([CH3:41])=[CH:39][CH:38]=[CH:37][C:36]=3[F:42])=[CH:11][CH:12]=2)[CH2:2][CH2:3][CH2:4][CH2:5]1, predict the reactants needed to synthesize it. The reactants are: [CH:1]1([NH:6][C:7]2[CH:12]=[CH:11][C:10]([C@H:13]3[C@@H:18]([C:19]([NH:21][C:22]4[CH:27]=[CH:26][C:25]([CH2:28][OH:29])=[C:24]([C:30]([F:33])([F:32])[F:31])[CH:23]=4)=[O:20])[CH2:17][CH2:16][CH2:15][N:14]3[C:34](=[O:43])[C:35]3[C:40]([CH3:41])=[CH:39][CH:38]=[CH:37][C:36]=3[F:42])=[CH:9][CH:8]=2)[CH2:5][CH2:4][CH2:3][CH2:2]1.